Task: Predict the product of the given reaction.. Dataset: Forward reaction prediction with 1.9M reactions from USPTO patents (1976-2016) (1) Given the reactants Br[C:2]1[CH:3]=[C:4]([CH:27]=[C:28]([C:30]([F:33])([F:32])[F:31])[CH:29]=1)[CH2:5][O:6][CH2:7][C:8]1([C:21]2[CH:26]=[CH:25][CH:24]=[CH:23][CH:22]=2)[CH2:13][CH2:12][N:11](C(OC(C)(C)C)=O)[CH2:10][CH2:9]1.[F:34][C:35]1[C:40]([F:41])=[C:39]([O:42][CH3:43])[CH:38]=[CH:37][C:36]=1B(O)O, predict the reaction product. The product is: [F:34][C:35]1[C:40]([F:41])=[C:39]([O:42][CH3:43])[CH:38]=[CH:37][C:36]=1[C:2]1[CH:29]=[C:28]([C:30]([F:32])([F:31])[F:33])[CH:27]=[C:4]([CH2:5][O:6][CH2:7][C:8]2([C:21]3[CH:26]=[CH:25][CH:24]=[CH:23][CH:22]=3)[CH2:13][CH2:12][NH:11][CH2:10][CH2:9]2)[CH:3]=1. (2) The product is: [C:1]([O:5][C:32](=[O:31])[NH:19][CH:13]1[CH2:12][CH2:11][N:10]2[CH:18]=[C:7]([Br:6])[N:8]=[C:9]2[CH2:14]1)([CH3:4])([CH3:3])[CH3:2]. Given the reactants [C:1]([OH:5])([CH3:4])([CH3:3])[CH3:2].[Br:6][C:7]1[N:8]=[C:9]2[CH2:14][CH:13](C(O)=O)[CH2:12][CH2:11][N:10]2[CH:18]=1.[N-:19]=[N+]=[N-].P([O-])([O:31][C:32]1C=CC=CC=1)(OC1C=CC=CC=1)=O, predict the reaction product. (3) Given the reactants [Cl:1][C:2]1[CH:3]=[C:4]([C@@H:8]([CH:21]=[CH2:22])[C@H:9]([NH:17]C(=O)C)[C:10]2[CH:15]=[CH:14][C:13]([Cl:16])=[CH:12][CH:11]=2)[CH:5]=[CH:6][CH:7]=1.N1C=CC=CC=1.C(Cl)(=O)C(Cl)=O.OCC(O)C.Cl, predict the reaction product. The product is: [Cl:1][C:2]1[CH:3]=[C:4]([C@@H:8]([CH:21]=[CH2:22])[C@@H:9]([C:10]2[CH:11]=[CH:12][C:13]([Cl:16])=[CH:14][CH:15]=2)[NH2:17])[CH:5]=[CH:6][CH:7]=1. (4) Given the reactants COC(=O)N[C@@H](C(C)C)C(N1[C@H](C2NC(C3C=CC4C(=CC=C([C:30]5[CH:35]=[CH:34][C:33]([C:36]6[NH:40][C:39]([C@@H:41]7[CH2:49][C:44]8([O:48][CH2:47][CH2:46][O:45]8)[CH2:43][N:42]7[C:50](=[O:60])[C@@H:51]([NH:55][C:56]([O:58][CH3:59])=[O:57])[CH:52]([CH3:54])[CH3:53])=[N:38][CH:37]=6)=[CH:32][CH:31]=5)C=4)C=3)=CN=2)CC2(CC2)C1)=O.BrC1C=C2C(=CC=1)C=C(C1NC([C@@H]3CC4(CC4)CN3C(=O)[C@@H](NC(=O)OC)C(C)C)=NC=1)C=C2.BrC1C=CC(C2NC([C@@H]3CC4(OCCO4)CN3C(=O)[C@@H](NC(=O)OC)C(C)C)=NC=2)=CC=1.Br[C:132]1[CH:137]=[CH:136][C:135]([C:138]2[NH:142][C:141]([C@@H:143]3[CH2:147][CH2:146][CH2:145][N:144]3[C:148]([O:150][C:151]([CH3:154])([CH3:153])[CH3:152])=[O:149])=[N:140][CH:139]=2)=[CH:134][CH:133]=1, predict the reaction product. The product is: [CH3:59][O:58][C:56]([NH:55][C@@H:51]([CH:52]([CH3:53])[CH3:54])[C:50]([N:42]1[C@H:41]([C:39]2[NH:40][C:36]([C:33]3[CH:32]=[CH:31][C:30]([C:132]4[CH:133]=[CH:134][C:135]([C:138]5[NH:142][C:141]([C@@H:143]6[CH2:147][CH2:146][CH2:145][N:144]6[C:148]([O:150][C:151]([CH3:154])([CH3:153])[CH3:152])=[O:149])=[N:140][CH:139]=5)=[CH:136][CH:137]=4)=[CH:35][CH:34]=3)=[CH:37][N:38]=2)[CH2:49][C:44]2([O:48][CH2:47][CH2:46][O:45]2)[CH2:43]1)=[O:60])=[O:57]. (5) The product is: [CH3:14][C:19]1([CH3:18])[CH2:42][C@:41]2([O:40][CH2:38]2)[CH2:43][C@@H:46]([CH2:45][S:20][C:21]2[S:22][C:23]3[CH:29]=[CH:28][CH:27]=[CH:26][C:24]=3[N:25]=2)[O:47]1. Given the reactants C1C=CC(P([C:14]2[CH:19]=[CH:18]C=CC=2)C2C=CC=CC=2)=CC=1.[SH:20][C:21]1[S:22][C:23]2[CH:29]=[CH:28][CH:27]=[CH:26][C:24]=2[N:25]=1.N([C:38]([O:40][CH:41]([CH3:43])[CH3:42])=O)=N[C:38]([O:40][CH:41]([CH3:43])[CH3:42])=O.C1C[O:47][CH2:46][CH2:45]1, predict the reaction product. (6) Given the reactants [F:1][C:2]1[CH:3]=[C:4]([C:8]2[CH:9]=[CH:10][C:11](=[O:17])[N:12]([CH2:14][CH2:15][OH:16])[CH:13]=2)[CH:5]=[CH:6][CH:7]=1.Cl[C:19]1[C:28]2[C:23](=[CH:24][C:25]([O:29][CH3:30])=[CH:26][CH:27]=2)[N:22]=[CH:21][CH:20]=1.C(=O)([O-])[O-].[Cs+].[Cs+].C(P(C(C)(C)C)C1C=CC2C(=CC=CC=2)C=1C1C2C(=CC=CC=2)C=CC=1)(C)(C)C, predict the reaction product. The product is: [F:1][C:2]1[CH:3]=[C:4]([C:8]2[CH:9]=[CH:10][C:11](=[O:17])[N:12]([CH2:14][CH2:15][O:16][C:19]3[C:28]4[C:23](=[CH:24][C:25]([O:29][CH3:30])=[CH:26][CH:27]=4)[N:22]=[CH:21][CH:20]=3)[CH:13]=2)[CH:5]=[CH:6][CH:7]=1. (7) Given the reactants [Br-].[CH3:2][Si:3]([CH3:29])([CH3:28])[C:4]#[C:5]/[CH:6]=[CH:7]/[CH2:8][P+](C1C=CC=CC=1)(C1C=CC=CC=1)C1C=CC=CC=1.C([Li])CCC.C(=O)=O.[CH:38]([C@H:40]1[O:44][C:43]2([CH2:49][CH2:48][CH2:47][CH2:46][CH2:45]2)[O:42][C@H:41]1[CH2:50][O:51][CH2:52][C:53]([O:55][C:56]([CH3:59])([CH3:58])[CH3:57])=[O:54])=O, predict the reaction product. The product is: [CH3:2][Si:3]([CH3:29])([CH3:28])[C:4]#[C:5]/[CH:6]=[CH:7]/[CH:8]=[CH:38]\[C@H:40]1[O:44][C:43]2([CH2:45][CH2:46][CH2:47][CH2:48][CH2:49]2)[O:42][C@H:41]1[CH2:50][O:51][CH2:52][C:53]([O:55][C:56]([CH3:57])([CH3:58])[CH3:59])=[O:54]. (8) The product is: [Cl:65][C:59]1[CH:60]=[CH:61][C:62]([Cl:64])=[CH:63][C:58]=1[C:57]([N:54]1[CH2:53][CH2:52][N:51]([C:49](=[O:50])[CH2:48][NH:47][C:31]([C:28]2[CH:27]=[C:26]([C:20]3[CH:21]=[CH:22][CH:23]=[CH:24][CH:25]=3)[O:30][N:29]=2)=[O:33])[CH2:56][CH2:55]1)=[O:66]. Given the reactants C1C=CC2N(O)N=NC=2C=1.CCN(C(C)C)C(C)C.[C:20]1([C:26]2[O:30][N:29]=[C:28]([C:31]([OH:33])=O)[CH:27]=2)[CH:25]=[CH:24][CH:23]=[CH:22][CH:21]=1.CCN=C=NCCCN(C)C.Cl.Cl.[NH2:47][CH2:48][C:49]([N:51]1[CH2:56][CH2:55][N:54]([C:57](=[O:66])[C:58]2[CH:63]=[C:62]([Cl:64])[CH:61]=[CH:60][C:59]=2[Cl:65])[CH2:53][CH2:52]1)=[O:50], predict the reaction product. (9) Given the reactants Cl[C:2]1[CH:7]=[CH:6][N:5]=[CH:4][C:3]=1[N+:8]([O-:10])=[O:9].[CH3:11][N:12]([CH3:17])[CH2:13][CH2:14][NH:15][CH3:16].CCN(C(C)C)C(C)C, predict the reaction product. The product is: [CH3:11][N:12]([CH3:17])[CH2:13][CH2:14][N:15]([CH3:16])[C:2]1[CH:7]=[CH:6][N:5]=[CH:4][C:3]=1[N+:8]([O-:10])=[O:9]. (10) The product is: [Cl:1][C:2]1[N:3]=[C:4]([O:12][CH3:13])[C:5]([O:8][CH2:9][C:10]#[C:11][C:15]2[CH:16]=[C:17]([CH2:21][C:22]#[N:23])[CH:18]=[CH:19][CH:20]=2)=[N:6][CH:7]=1. Given the reactants [Cl:1][C:2]1[N:3]=[C:4]([O:12][CH3:13])[C:5]([O:8][CH2:9][C:10]#[CH:11])=[N:6][CH:7]=1.I[C:15]1[CH:16]=[C:17]([CH2:21][C:22]#[N:23])[CH:18]=[CH:19][CH:20]=1.C1(P(C2C=CC=CC=2)C2C=CC=CC=2)C=CC=CC=1, predict the reaction product.